This data is from Full USPTO retrosynthesis dataset with 1.9M reactions from patents (1976-2016). The task is: Predict the reactants needed to synthesize the given product. Given the product [N:19]1([CH2:1][C:3]2[S:11][C:10]3[CH2:9][CH2:8][N:7]([C:12]([O:14][C:15]([CH3:18])([CH3:17])[CH3:16])=[O:13])[CH2:6][C:5]=3[CH:4]=2)[CH2:22][CH2:21][CH2:20]1, predict the reactants needed to synthesize it. The reactants are: [CH:1]([C:3]1[S:11][C:10]2[CH2:9][CH2:8][N:7]([C:12]([O:14][C:15]([CH3:18])([CH3:17])[CH3:16])=[O:13])[CH2:6][C:5]=2[CH:4]=1)=O.[NH:19]1[CH2:22][CH2:21][CH2:20]1.C(O[BH-](OC(=O)C)OC(=O)C)(=O)C.[Na+].C(=O)([O-])O.[Na+].